Dataset: Forward reaction prediction with 1.9M reactions from USPTO patents (1976-2016). Task: Predict the product of the given reaction. (1) Given the reactants CS(O[CH2:6][CH2:7][C:8]1[CH:13]=[CH:12][C:11]([NH:14][C:15]2[N:24]=[CH:23][C:22]3[CH2:21][CH:20]([C:25]4[CH:30]=[CH:29][C:28]([Cl:31])=[CH:27][CH:26]=4)[C:19]4[CH:32]=[CH:33][CH:34]=[CH:35][C:18]=4[C:17]=3[N:16]=2)=[CH:10][CH:9]=1)(=O)=O.[CH3:36][NH:37][CH2:38][CH2:39][CH2:40][CH3:41], predict the reaction product. The product is: [ClH:31].[CH2:38]([N:37]([CH3:36])[CH2:6][CH2:7][C:8]1[CH:13]=[CH:12][C:11]([NH:14][C:15]2[N:24]=[CH:23][C:22]3[CH2:21][CH:20]([C:25]4[CH:30]=[CH:29][C:28]([Cl:31])=[CH:27][CH:26]=4)[C:19]4[CH:32]=[CH:33][CH:34]=[CH:35][C:18]=4[C:17]=3[N:16]=2)=[CH:10][CH:9]=1)[CH2:39][CH2:40][CH3:41]. (2) Given the reactants Cl.[CH2:2]([N:6]1[CH2:10][CH2:9][C:8]2([CH2:15][CH2:14][C:13](=O)[CH2:12][CH2:11]2)[CH2:7]1)[CH2:3][CH2:4][CH3:5].[CH3:17][NH:18][CH3:19].[C-:20]#[N:21].[K+], predict the reaction product. The product is: [CH2:2]([N:6]1[CH2:10][CH2:9][C:8]2([CH2:15][CH2:14][C:13]([N:18]([CH3:19])[CH3:17])([C:20]#[N:21])[CH2:12][CH2:11]2)[CH2:7]1)[CH2:3][CH2:4][CH3:5]. (3) Given the reactants [Cl:1][C:2]1[CH:3]=[C:4]([N:10]2[CH:18]([CH:19]3[CH2:23][CH2:22][CH2:21][CH2:20]3)[CH:17]3[C:12]([C:13]4[CH:27]=[CH:26][C:25]([C:28]([O:30]C)=[O:29])=[CH:24][C:14]=4[CH2:15][CH2:16]3)=[N:11]2)[CH:5]=[CH:6][C:7]=1[C:8]#[N:9].[OH-].[Na+], predict the reaction product. The product is: [Cl:1][C:2]1[CH:3]=[C:4]([N:10]2[CH:18]([CH:19]3[CH2:20][CH2:21][CH2:22][CH2:23]3)[CH:17]3[C:12]([C:13]4[CH:27]=[CH:26][C:25]([C:28]([OH:30])=[O:29])=[CH:24][C:14]=4[CH2:15][CH2:16]3)=[N:11]2)[CH:5]=[CH:6][C:7]=1[C:8]#[N:9]. (4) Given the reactants [OH:1][CH2:2][C:3]1[CH:8]=[CH:7][C:6](B(O)O)=[CH:5][CH:4]=1.[O:12]1[C:16]2[CH:17]=[CH:18][C:19]([C:21]3([C:24]([NH:26][C:27]4[CH:28]=[N:29][C:30]([CH3:34])=[C:31](Br)[CH:32]=4)=[O:25])[CH2:23][CH2:22]3)=[CH:20][C:15]=2[O:14][CH2:13]1.O1C2C=CC(C3(C(NC4C=NC(C)=C(C5C=CC=CC=5)C=4)=O)CC3)=CC=2OC1, predict the reaction product. The product is: [O:12]1[C:16]2[CH:17]=[CH:18][C:19]([C:21]3([C:24]([NH:26][C:27]4[CH:28]=[N:29][C:30]([CH3:34])=[C:31]([C:6]5[CH:7]=[CH:8][C:3]([CH2:2][OH:1])=[CH:4][CH:5]=5)[CH:32]=4)=[O:25])[CH2:23][CH2:22]3)=[CH:20][C:15]=2[O:14][CH2:13]1. (5) Given the reactants FC(F)(F)C(O)=O.[CH3:8][NH:9][C@H:10]([C:14]([NH:16][C@H:17]([C:21]([N:23]([C@@H:25]([C@@H:67]([CH3:70])[CH2:68][CH3:69])[C@H:26]([O:65][CH3:66])[CH2:27][C:28]([N:30]1[CH2:34][CH2:33][CH2:32][C@H:31]1[C@H:35]([O:63][CH3:64])[C@@H:36]([CH3:62])[C:37]([NH:39][C@@H:40]([CH2:55][C:56]1[CH:61]=[CH:60][CH:59]=[CH:58][CH:57]=1)[C:41]([O:43][CH2:44][C:45]12[CH2:54][CH:49]3[CH2:50][CH:51]([CH2:53][CH:47]([CH2:48]3)[CH2:46]1)[CH2:52]2)=[O:42])=[O:38])=[O:29])[CH3:24])=[O:22])[CH:18]([CH3:20])[CH3:19])=[O:15])[CH:11]([CH3:13])[CH3:12].[C:71]([OH:77])(=[O:76])[CH2:72][CH2:73][CH:74]=O.C([BH3-])#N.[Na+].Cl, predict the reaction product. The product is: [C:71]([CH2:72][CH2:73][CH2:74][N:9]([CH3:8])[C@H:10]([C:14]([NH:16][C@H:17]([C:21]([N:23]([C@@H:25]([C@@H:67]([CH3:70])[CH2:68][CH3:69])[C@H:26]([O:65][CH3:66])[CH2:27][C:28]([N:30]1[CH2:34][CH2:33][CH2:32][C@H:31]1[C@H:35]([O:63][CH3:64])[C@@H:36]([CH3:62])[C:37]([NH:39][C@@H:40]([CH2:55][C:56]1[CH:57]=[CH:58][CH:59]=[CH:60][CH:61]=1)[C:41]([O:43][CH2:44][C:45]12[CH2:46][CH:47]3[CH2:53][CH:51]([CH2:50][CH:49]([CH2:48]3)[CH2:54]1)[CH2:52]2)=[O:42])=[O:38])=[O:29])[CH3:24])=[O:22])[CH:18]([CH3:19])[CH3:20])=[O:15])[CH:11]([CH3:13])[CH3:12])([OH:77])=[O:76]. (6) Given the reactants [C:1]([O:4][C@H:5]1[CH2:22][CH2:21][C@@:20]2([CH3:23])[C@@H:7]([CH2:8][CH2:9][C@:10]3([CH3:34])[C@@H:19]2[CH2:18][CH2:17][C@H:16]2[C@@:11]3([CH3:33])[CH2:12][CH2:13][C@@:14]3([C:30](O)=[O:31])[CH2:26][CH2:25][C@@H:24]([C:27]([CH3:29])=[CH2:28])[C@@H:15]32)[C:6]1([CH3:36])[CH3:35])(=[O:3])[CH3:2].[Cl-].[CH3:38][CH:39]1[CH2:44][CH2:43][CH2:42][N:41]([CH2:45][C@H:46]2[CH2:50][CH2:49][C@@H:48]([NH2:51])[CH2:47]2)[CH2:40]1.C(N(CC)CC)C.C([O-])(O)=O.[Na+], predict the reaction product. The product is: [C:1]([O:4][C@H:5]1[CH2:22][CH2:21][C@@:20]2([CH3:23])[C@@H:7]([CH2:8][CH2:9][C@:10]3([CH3:34])[C@@H:19]2[CH2:18][CH2:17][C@H:16]2[C@@:11]3([CH3:33])[CH2:12][CH2:13][C@@:14]3([C:30](=[O:31])[NH:51][C@@H:48]4[CH2:49][CH2:50][C@H:46]([CH2:45][N:41]5[CH2:42][CH2:43][CH2:44][CH:39]([CH3:38])[CH2:40]5)[CH2:47]4)[CH2:26][CH2:25][C@@H:24]([C:27]([CH3:29])=[CH2:28])[C@@H:15]32)[C:6]1([CH3:36])[CH3:35])(=[O:3])[CH3:2]. (7) Given the reactants C[NH:2]C(C1N(CC2N3C=C(C)C=CC3=NC=2C2C=CC(C)=CC=2)N=CN=1)=O.[Cl:28][C:29]1[CH:34]=[CH:33][C:32]([C:35]2[N:36]=[C:37]3[CH:42]=[CH:41][CH:40]=[CH:39][N:38]3[C:43]=2[CH2:44][N:45]2[CH:49]=[N:48][C:47]([C:50]([O:52]C)=O)=[N:46]2)=[CH:31][CH:30]=1.N, predict the reaction product. The product is: [Cl:28][C:29]1[CH:34]=[CH:33][C:32]([C:35]2[N:36]=[C:37]3[CH:42]=[CH:41][CH:40]=[CH:39][N:38]3[C:43]=2[CH2:44][N:45]2[CH:49]=[N:48][C:47]([C:50]([NH2:2])=[O:52])=[N:46]2)=[CH:31][CH:30]=1. (8) Given the reactants [Cl:1][C:2]1[N:11]=[CH:10][C:9]2[N:8]([CH:12]3[CH2:17][CH2:16]S[CH2:14][CH2:13]3)[C:7](=[O:18])[C:6]3([CH3:23])[CH2:19][O:20][CH2:21][CH2:22][N:5]3[C:4]=2[N:3]=1.O[O:25][S:26]([O-:28])=O.[K+], predict the reaction product. The product is: [Cl:1][C:2]1[N:11]=[CH:10][C:9]2[N:8]([CH:12]3[CH2:13][CH2:14][S:26](=[O:28])(=[O:25])[CH2:16][CH2:17]3)[C:7](=[O:18])[C:6]3([CH3:23])[CH2:19][O:20][CH2:21][CH2:22][N:5]3[C:4]=2[N:3]=1. (9) Given the reactants [Br:1][C:2]1[CH:9]=[CH:8][C:5]([CH:6]=[O:7])=[C:4](F)[CH:3]=1.[NH:11]1[CH2:16][CH2:15][CH2:14][CH2:13][CH2:12]1.C([O-])([O-])=O.[K+].[K+], predict the reaction product. The product is: [Br:1][C:2]1[CH:9]=[CH:8][C:5]([CH:6]=[O:7])=[C:4]([N:11]2[CH2:16][CH2:15][CH2:14][CH2:13][CH2:12]2)[CH:3]=1.